Dataset: Forward reaction prediction with 1.9M reactions from USPTO patents (1976-2016). Task: Predict the product of the given reaction. (1) Given the reactants [CH2:1]([O:8][C:9]1[CH:14]=[CH:13][C:12]([C:15]2[CH:16]=[C:17]([O:25][CH2:26][CH2:27][N:28]([CH2:31][CH3:32])[CH2:29][CH3:30])[N:18]=[N:19][C:20]=2[CH2:21][CH2:22][CH2:23][CH3:24])=[CH:11][CH:10]=1)[C:2]1[CH:7]=[CH:6][CH:5]=[CH:4][CH:3]=1.[ClH:33], predict the reaction product. The product is: [ClH:33].[ClH:33].[CH2:1]([O:8][C:9]1[CH:10]=[CH:11][C:12]([C:15]2[CH:16]=[C:17]([O:25][CH2:26][CH2:27][N:28]([CH2:31][CH3:32])[CH2:29][CH3:30])[N:18]=[N:19][C:20]=2[CH2:21][CH2:22][CH2:23][CH3:24])=[CH:13][CH:14]=1)[C:2]1[CH:3]=[CH:4][CH:5]=[CH:6][CH:7]=1. (2) Given the reactants Br[C:2]1[CH:3]=[CH:4][C:5]([N:8]2[CH2:13][CH2:12][O:11][CH2:10][CH2:9]2)=[N:6][CH:7]=1.C(O[B:18]1[O:22][C:21]([CH3:24])([CH3:23])[C:20]([CH3:26])([CH3:25])[O:19]1)(C)C.COC1C=CC(B2OC(C)(C)C(C)(C)O2)=CN=1, predict the reaction product. The product is: [CH3:25][C:20]1([CH3:26])[C:21]([CH3:24])([CH3:23])[O:22][B:18]([C:2]2[CH:3]=[CH:4][C:5]([N:8]3[CH2:13][CH2:12][O:11][CH2:10][CH2:9]3)=[N:6][CH:7]=2)[O:19]1.